From a dataset of Reaction yield outcomes from USPTO patents with 853,638 reactions. Predict the reaction yield, written as a fraction of the theoretical maximum amount of product (1.0 means a 100% yield; for example, 0.34 means a 34% yield). (1) The reactants are C([O:5][C:6](=[O:23])[CH:7]([NH:12][C:13]([O:15][CH2:16][C:17]1[CH:22]=[CH:21][CH:20]=[CH:19][CH:18]=1)=[O:14])[CH:8]([CH3:11])[CH2:9]O)(C)(C)C. The catalyst is C(O)(C(F)(F)F)=O. The product is [CH2:16]([O:15][C:13](=[O:14])[NH:12][CH:7]1[CH:8]([CH3:11])[CH2:9][O:23][C:6]1=[O:5])[C:17]1[CH:18]=[CH:19][CH:20]=[CH:21][CH:22]=1. The yield is 0.800. (2) The catalyst is CC(C)=O.CCOC(C)=O. The yield is 0.870. The reactants are [S:1]1[C:5]2[CH2:6][CH:7]3[CH:12]([C:4]=2[CH:3]=[CH:2]1)[CH2:11][NH:10][CH2:9][CH2:8]3.O.C([O-])(O)=O.[Na+].[C:19](O[C:19]([O:21][C:22]([CH3:25])([CH3:24])[CH3:23])=[O:20])([O:21][C:22]([CH3:25])([CH3:24])[CH3:23])=[O:20]. The product is [C:22]([O:21][C:19]([N:10]1[CH2:11][CH:12]2[CH:7]([CH2:6][C:5]3[S:1][CH:2]=[CH:3][C:4]=32)[CH2:8][CH2:9]1)=[O:20])([CH3:25])([CH3:24])[CH3:23]. (3) The catalyst is CO.CCOC(C)=O. The yield is 0.920. The reactants are [F:1][C:2]1[C:3]([CH:11]=[O:12])=[CH:4][C:5]2[O:9][CH2:8][O:7][C:6]=2[CH:10]=1.[BH4-].[Na+]. The product is [F:1][C:2]1[C:3]([CH2:11][OH:12])=[CH:4][C:5]2[O:9][CH2:8][O:7][C:6]=2[CH:10]=1.